This data is from Reaction yield outcomes from USPTO patents with 853,638 reactions. The task is: Predict the reaction yield, written as a fraction of the theoretical maximum amount of product (1.0 means a 100% yield; for example, 0.34 means a 34% yield). (1) The reactants are [CH3:1][O:2][C:3]1[C:8]2[CH2:9][CH2:10][CH:11]([NH:14][CH2:15][C:16]([F:19])([F:18])[F:17])[CH2:12][CH2:13][C:7]=2[CH:6]=[CH:5][C:4]=1[NH2:20].Cl[C:22]1[N:27]=[C:26]([NH:28][C@@H:29]2[C@@H:34]3[CH2:35][C@@H:31]([CH:32]=[CH:33]3)[C@@H:30]2[C:36]([NH2:38])=[O:37])[C:25]([Cl:39])=[CH:24][N:23]=1. No catalyst specified. The product is [Cl:39][C:25]1[C:26]([NH:28][C@@H:29]2[C@@H:34]3[CH2:35][C@@H:31]([CH:32]=[CH:33]3)[C@@H:30]2[C:36]([NH2:38])=[O:37])=[N:27][C:22]([NH:20][C:4]2[CH:5]=[CH:6][C:7]3[CH2:13][CH2:12][CH:11]([NH:14][CH2:15][C:16]([F:18])([F:17])[F:19])[CH2:10][CH2:9][C:8]=3[C:3]=2[O:2][CH3:1])=[N:23][CH:24]=1. The yield is 0.0330. (2) The reactants are Br[CH2:2][C:3]1[CH:12]=[C:11]2[C:6]([C:7]([C:15]3[CH:20]=[CH:19][C:18]([F:21])=[CH:17][CH:16]=3)=[CH:8][C:9]([C:13]#[N:14])=[N:10]2)=[CH:5][CH:4]=1.[NH:22]1[CH2:27][CH2:26][O:25][CH2:24][CH2:23]1.[OH-:28].[Na+].O. The catalyst is C(#N)C. The product is [F:21][C:18]1[CH:19]=[CH:20][C:15]([C:7]2[C:6]3[C:11](=[CH:12][C:3]([CH2:2][N:22]4[CH2:27][CH2:26][O:25][CH2:24][CH2:23]4)=[CH:4][CH:5]=3)[N:10]=[C:9]([C:13]([NH2:14])=[O:28])[CH:8]=2)=[CH:16][CH:17]=1. The yield is 0.800. (3) The reactants are Cl.C(OC([N:9]1[CH2:13][CH2:12][C:11]([C:17](=[O:54])[NH:18][C:19]2[CH:20]=[C:21]3[C:25](=[CH:26][CH:27]=2)[N:24](C(C2C=CC=CC=2)(C2C=CC=CC=2)C2C=CC=CC=2)[N:23]=[C:22]3[C:47]2[CH:52]=[CH:51][C:50]([F:53])=[CH:49][CH:48]=2)([NH:14][CH:15]=[O:16])[CH2:10]1)=O)(C)(C)C. The catalyst is C(Cl)Cl. The product is [F:53][C:50]1[CH:51]=[CH:52][C:47]([C:22]2[C:21]3[C:25](=[CH:26][CH:27]=[C:19]([NH:18][C:17]([C:11]4([NH:14][CH:15]=[O:16])[CH2:12][CH2:13][NH:9][CH2:10]4)=[O:54])[CH:20]=3)[NH:24][N:23]=2)=[CH:48][CH:49]=1. The yield is 1.00. (4) The reactants are [Br:1][C:2]1[CH:7]=[C:6]([F:8])[C:5]([O:9]C)=[CH:4][C:3]=1[CH2:11][C:12]([F:15])([F:14])[F:13].B(Br)(Br)Br. The catalyst is C(Cl)Cl. The product is [Br:1][C:2]1[C:3]([CH2:11][C:12]([F:14])([F:15])[F:13])=[CH:4][C:5]([OH:9])=[C:6]([F:8])[CH:7]=1. The yield is 0.930. (5) The reactants are [ClH:1].[NH2:2][C@@H:3]1[CH2:8][CH2:7][CH2:6][N:5]([C:9]2[C:14]([Br:15])=[CH:13][N:12]=[C:11]3[NH:16][CH:17]=[C:18]([NH:19][C:20](=[O:27])[C:21]4[CH:26]=[CH:25][CH:24]=[N:23][CH:22]=4)[C:10]=23)[CH2:4]1.CCN(C(C)C)C(C)C.C(OC)(OC)OC.[CH:44](=O)[CH:45]([CH3:47])[CH3:46].[BH4-].[Na+]. The catalyst is CO.O. The product is [ClH:1].[Br:15][C:14]1[C:9]([N:5]2[CH2:6][CH2:7][CH2:8][C@@H:3]([NH:2][CH2:44][CH:45]([CH3:47])[CH3:46])[CH2:4]2)=[C:10]2[C:18]([NH:19][C:20](=[O:27])[C:21]3[CH:26]=[CH:25][CH:24]=[N:23][CH:22]=3)=[CH:17][NH:16][C:11]2=[N:12][CH:13]=1. The yield is 0.600.